Dataset: Full USPTO retrosynthesis dataset with 1.9M reactions from patents (1976-2016). Task: Predict the reactants needed to synthesize the given product. Given the product [C:29]([C:15]1[C:14]([N:11]2[CH2:12][CH2:13][N:8]([C:6](=[O:7])[CH2:5][CH2:4][C:3]([OH:34])=[O:2])[C@H:9]([CH:31]([CH3:33])[CH3:32])[CH2:10]2)=[N:19][C:18]([CH:20]2[CH2:22][CH2:21]2)=[C:17]2[CH2:23][O:24][C:25]([CH3:28])([CH3:27])[CH2:26][C:16]=12)#[N:30], predict the reactants needed to synthesize it. The reactants are: C[O:2][C:3](=[O:34])[CH2:4][CH2:5][C:6]([N:8]1[CH2:13][CH2:12][N:11]([C:14]2[C:15]([C:29]#[N:30])=[C:16]3[CH2:26][C:25]([CH3:28])([CH3:27])[O:24][CH2:23][C:17]3=[C:18]([CH:20]3[CH2:22][CH2:21]3)[N:19]=2)[CH2:10][C@H:9]1[CH:31]([CH3:33])[CH3:32])=[O:7].[Li+].[OH-].O.Cl.